Predict the product of the given reaction. From a dataset of Forward reaction prediction with 1.9M reactions from USPTO patents (1976-2016). Given the reactants [Cl:1][C:2]1[CH:3]=[C:4]([C:10]2[CH:14]=[CH:13][N:12]([CH2:15][C@@H:16]([NH:18][C:19]([C:21]3[N:22]=[C:23](C(OCC)=O)[S:24][CH:25]=3)=[O:20])[CH3:17])[N:11]=2)[CH:5]=[CH:6][C:7]=1[C:8]#[N:9].[CH3:31][Mg]Br.CC[O:36][CH2:37][CH3:38].[Cl-].[NH4+], predict the reaction product. The product is: [Cl:1][C:2]1[CH:3]=[C:4]([C:10]2[CH:14]=[CH:13][N:12]([CH2:15][C@@H:16]([NH:18][C:19]([C:21]3[N:22]=[C:23]([C:37]([OH:36])([CH3:38])[CH3:31])[S:24][CH:25]=3)=[O:20])[CH3:17])[N:11]=2)[CH:5]=[CH:6][C:7]=1[C:8]#[N:9].